Dataset: Reaction yield outcomes from USPTO patents with 853,638 reactions. Task: Predict the reaction yield, written as a fraction of the theoretical maximum amount of product (1.0 means a 100% yield; for example, 0.34 means a 34% yield). (1) The reactants are [NH2:1][C:2]1[CH:3]=[C:4]2[C:8](=[CH:9][CH:10]=1)[NH:7][N:6]=[CH:5]2.CC(C)([O-])C.[K+].C(S[C:20]1[C:29]2[C:24](=[CH:25][CH:26]=[CH:27][CH:28]=2)[N:23]=[C:22]([C:30]2[CH:35]=[CH:34][C:33]([C:36]3[CH:41]=[CH:40][CH:39]=[CH:38][CH:37]=3)=[C:32]([F:42])[CH:31]=2)[N:21]=1)C.CO.ClCCl. The catalyst is CN(C)C=O. The product is [NH:7]1[C:8]2[C:4](=[CH:3][C:2]([NH:1][C:20]3[C:29]4[C:24](=[CH:25][CH:26]=[CH:27][CH:28]=4)[N:23]=[C:22]([C:30]4[CH:35]=[CH:34][C:33]([C:36]5[CH:37]=[CH:38][CH:39]=[CH:40][CH:41]=5)=[C:32]([F:42])[CH:31]=4)[N:21]=3)=[CH:10][CH:9]=2)[CH:5]=[N:6]1. The yield is 0.510. (2) The reactants are [Cl:1][C:2]1[C:10]([C:11]#[N:12])=[CH:9][C:5]([C:6]([OH:8])=[O:7])=[C:4]([CH3:13])[N:3]=1.C(NC(=NC(C)C)O[C:20]([CH3:23])([CH3:22])[CH3:21])(C)C. The catalyst is C1COCC1. The product is [Cl:1][C:2]1[C:10]([C:11]#[N:12])=[CH:9][C:5]([C:6]([O:8][C:20]([CH3:23])([CH3:22])[CH3:21])=[O:7])=[C:4]([CH3:13])[N:3]=1. The yield is 0.500. (3) The reactants are [O:1]1[CH:6]=[CH:5][CH2:4][CH2:3][CH2:2]1.C1(C)C=CC(S(O)(=O)=O)=CC=1.[OH:18][CH:19]1[CH2:23][CH2:22][N:21]([C:24]([O:26][CH2:27][C:28]2[CH:33]=[CH:32][CH:31]=[CH:30][CH:29]=2)=[O:25])[CH2:20]1. The catalyst is ClCCl. The product is [O:1]1[CH2:2][CH2:3][CH2:4][CH2:5][CH:6]1[O:18][CH:19]1[CH2:23][CH2:22][N:21]([C:24]([O:26][CH2:27][C:28]2[CH:33]=[CH:32][CH:31]=[CH:30][CH:29]=2)=[O:25])[CH2:20]1. The yield is 0.980. (4) The reactants are [Cl:1][C:2]1[CH:11]=[CH:10][C:9]2[CH:8]([OH:12])[CH2:7][CH2:6][CH2:5][C:4]=2[N:3]=1.N1C=CN=C1.[CH3:18][C:19]([Si:22](Cl)([CH3:24])[CH3:23])([CH3:21])[CH3:20]. The catalyst is CN(C=O)C.CCOC(C)=O. The product is [Si:22]([O:12][CH:8]1[CH2:7][CH2:6][CH2:5][C:4]2[N:3]=[C:2]([Cl:1])[CH:11]=[CH:10][C:9]1=2)([C:19]([CH3:21])([CH3:20])[CH3:18])([CH3:24])[CH3:23]. The yield is 0.940.